From a dataset of Full USPTO retrosynthesis dataset with 1.9M reactions from patents (1976-2016). Predict the reactants needed to synthesize the given product. (1) Given the product [F:46][C:47]1[CH:48]=[C:49]([CH:97]=[CH:98][CH:99]=1)[CH2:50][N:51]1[C:55]([CH3:56])=[C:54]([C:57]2[C:65]3[C:60](=[N:61][CH:62]=[C:63]([C:66]4[CH:67]=[C:68]([NH:72][CH:73]5[CH2:78][CH2:77][N:76]([C:79]([O:81][C:82]([CH3:83])([CH3:84])[CH3:85])=[O:80])[CH2:75][CH2:74]5)[CH:69]=[CH:70][CH:71]=4)[CH:64]=3)[NH:59][CH:58]=2)[C:53]([CH3:96])=[N:52]1, predict the reactants needed to synthesize it. The reactants are: Cl.FC1C=C(C=CC=1)CN1C=C(C2C3C(=NC=C(C4C=CC(C5CCNCC5)=CC=4)C=3)N(S(C3C=CC(C)=CC=3)(=O)=O)C=2)C=N1.[F:46][C:47]1[CH:48]=[C:49]([CH:97]=[CH:98][CH:99]=1)[CH2:50][N:51]1[C:55]([CH3:56])=[C:54]([C:57]2[C:65]3[C:60](=[N:61][CH:62]=[C:63]([C:66]4[CH:67]=[C:68]([NH:72][CH:73]5[CH2:78][CH2:77][N:76]([C:79]([O:81][C:82]([CH3:85])([CH3:84])[CH3:83])=[O:80])[CH2:75][CH2:74]5)[CH:69]=[CH:70][CH:71]=4)[CH:64]=3)[N:59](S(C3C=CC(C)=CC=3)(=O)=O)[CH:58]=2)[C:53]([CH3:96])=[N:52]1.[OH-].[Li+]. (2) Given the product [CH2:18]([C@H:17]1[C@H:16]([CH3:22])[O:15][C:14](=[O:23])[C@@H:13]([NH:24][C:25](=[O:31])[O:26][C:27]([CH3:30])([CH3:29])[CH3:28])[CH2:12][CH2:11][CH2:10][C@@H:9]1[OH:8])[CH2:19][CH2:20][CH3:21], predict the reactants needed to synthesize it. The reactants are: C([O:8][C@@H:9]1[C@@H:17]([CH2:18][CH2:19][CH2:20][CH3:21])[C@H:16]([CH3:22])[O:15][C:14](=[O:23])[C@@H:13]([NH:24][C:25](=[O:31])[O:26][C:27]([CH3:30])([CH3:29])[CH3:28])[CH2:12][CH2:11][CH2:10]1)C1C=CC=CC=1.[H][H]. (3) Given the product [Cl:1][C:2]1[C:7]([C:8]2[CH:13]=[CH:12][CH:11]=[C:10]([CH2:14][CH3:15])[CH:9]=2)=[C:6]([C@H:16]([OH:17])[C@@H:18]2[CH2:23][CH2:22][CH2:21][N:20]([C:24]([O:26][C:27]([CH3:30])([CH3:29])[CH3:28])=[O:25])[CH2:19]2)[CH:5]=[CH:4][CH:3]=1, predict the reactants needed to synthesize it. The reactants are: [Cl:1][C:2]1[C:7]([C:8]2[CH:13]=[CH:12][CH:11]=[C:10]([CH2:14][CH3:15])[CH:9]=2)=[C:6]([C:16]([C@@H:18]2[CH2:23][CH2:22][CH2:21][N:20]([C:24]([O:26][C:27]([CH3:30])([CH3:29])[CH3:28])=[O:25])[CH2:19]2)=[O:17])[CH:5]=[CH:4][CH:3]=1.B.CSC.B1(C)OC(C2C=CC=CC=2)(C2C=CC=CC=2)[C@@H]2N1CCC2. (4) Given the product [Cl:1][C:2]1[N:7]=[CH:6][C:5]([NH:8][C:9](=[O:15])[O:10][C:11]([CH3:12])([CH3:13])[CH3:14])=[C:4]([CH:16]([OH:17])[CH3:19])[CH:3]=1, predict the reactants needed to synthesize it. The reactants are: [Cl:1][C:2]1[N:7]=[CH:6][C:5]([NH:8][C:9](=[O:15])[O:10][C:11]([CH3:14])([CH3:13])[CH3:12])=[C:4]([CH:16]=[O:17])[CH:3]=1.O1CCC[CH2:19]1.C[Mg]I. (5) Given the product [Br:1][C:2]1[CH:8]=[CH:7][C:5]([NH:6][NH2:9])=[CH:4][CH:3]=1, predict the reactants needed to synthesize it. The reactants are: [Br:1][C:2]1[CH:8]=[CH:7][C:5]([NH2:6])=[CH:4][CH:3]=1.[N:9]([O-])=O.[Na+].Cl[Sn]Cl. (6) Given the product [C:6]([N:8]1[C@@H:9]([CH:15]2[CH2:19][CH2:18][CH2:17][CH2:16]2)[CH2:10][CH2:11][CH2:12][C@@H:13]1[CH3:14])([O:5][C:1]([CH3:4])([CH3:3])[CH3:2])=[O:7], predict the reactants needed to synthesize it. The reactants are: [C:1]([O:5][C:6]([N:8]1[C:13]([CH3:14])=[CH:12][CH2:11][CH2:10][CH:9]1[CH:15]1[CH2:19][CH2:18][CH2:17][CH2:16]1)=[O:7])([CH3:4])([CH3:3])[CH3:2].C([BH3-])#N.[Na+].C(O)(C(F)(F)F)=O.CCOC(C)=O.